From a dataset of Forward reaction prediction with 1.9M reactions from USPTO patents (1976-2016). Predict the product of the given reaction. (1) Given the reactants [Cl:1][C:2]1[CH:3]=[C:4]([C:12]2([C:32]([F:35])([F:34])[F:33])[O:16][N:15]=[C:14]([C:17]3[CH:22]=[CH:21][C:20]([C:23]([N:25]4[CH2:29][C:28](=[O:30])[NH:27][CH2:26]4)=[O:24])=[C:19]([CH3:31])[CH:18]=3)[CH2:13]2)[CH:5]=[C:6]([C:8]([F:11])([F:10])[F:9])[CH:7]=1.[H-].[Na+].[F:38][C:39]([F:44])([F:43])[CH2:40][CH2:41]I, predict the reaction product. The product is: [Cl:1][C:2]1[CH:3]=[C:4]([C:12]2([C:32]([F:33])([F:34])[F:35])[O:16][N:15]=[C:14]([C:17]3[CH:22]=[CH:21][C:20]([C:23]([N:25]4[CH2:29][C:28](=[O:30])[N:27]([CH2:41][CH2:40][C:39]([F:44])([F:43])[F:38])[CH2:26]4)=[O:24])=[C:19]([CH3:31])[CH:18]=3)[CH2:13]2)[CH:5]=[C:6]([C:8]([F:11])([F:10])[F:9])[CH:7]=1. (2) Given the reactants [CH2:1]([O:3][C:4]#[CH:5])[CH3:2].[Cl:6][C:7]1[N:12]=[C:11](Cl)[C:10]([O:14][CH3:15])=[CH:9][N:8]=1.P([O-])([O-])([O-])=O.[K+].[K+].[K+].O, predict the reaction product. The product is: [Cl:6][C:7]1[N:12]=[C:11](/[CH:5]=[CH:4]/[O:3][CH2:1][CH3:2])[C:10]([O:14][CH3:15])=[CH:9][N:8]=1. (3) Given the reactants Br[C:2]1[CH:3]=[CH:4][C:5]2[O:9][CH:8]=[N:7][C:6]=2[CH:10]=1.C(N(CC)C(C)C)(C)C.N#N.C1(P(C2C=CC=CC=2)C2C3OC4C(=CC=CC=4P(C4C=CC=CC=4)C4C=CC=CC=4)C(C)(C)C=3C=CC=2)C=CC=CC=1.[C:64]1([SH:70])[CH:69]=[CH:68][CH:67]=[CH:66][CH:65]=1, predict the reaction product. The product is: [C:64]1([S:70][C:2]2[CH:3]=[CH:4][C:5]3[O:9][CH:8]=[N:7][C:6]=3[CH:10]=2)[CH:69]=[CH:68][CH:67]=[CH:66][CH:65]=1. (4) The product is: [CH3:9][O:8][C:5]1[C:4]([C:10]2[O:11][C:12]3[CH:18]=[CH:17][C:16]([C:19]4[CH:24]=[CH:23][C:22]([C:25]([F:28])([F:27])[F:26])=[CH:21][CH:20]=4)=[CH:15][C:13]=3[N:14]=2)=[CH:3][C:2]([N:1]2[C:38](=[O:39])[C:32]3[C:31](=[CH:30][CH:29]=[C:34]([C:35]([OH:37])=[O:36])[CH:33]=3)[C:41]2=[O:40])=[CH:7][CH:6]=1. Given the reactants [NH2:1][C:2]1[CH:3]=[C:4]([C:10]2[O:11][C:12]3[CH:18]=[CH:17][C:16]([C:19]4[CH:24]=[CH:23][C:22]([C:25]([F:28])([F:27])[F:26])=[CH:21][CH:20]=4)=[CH:15][C:13]=3[N:14]=2)[C:5]([O:8][CH3:9])=[CH:6][CH:7]=1.[CH:29]1[C:34]([C:35]([OH:37])=[O:36])=[CH:33][C:32]2[C:38]([O:40][C:41](=O)[C:31]=2[CH:30]=1)=[O:39], predict the reaction product. (5) Given the reactants [Br:1][C:2]1[C:10]2[C:9](Cl)=[N:8][CH:7]=[N:6][C:5]=2[S:4][CH:3]=1.[CH:12]12[NH:19][CH:16]([CH2:17][CH2:18]1)[CH2:15][CH:14]([OH:20])[CH2:13]2.C(=O)([O-])[O-].[K+].[K+], predict the reaction product. The product is: [Br:1][C:2]1[C:10]2[C:9]([N:19]3[CH:12]4[CH2:18][CH2:17][CH:16]3[CH2:15][CH:14]([OH:20])[CH2:13]4)=[N:8][CH:7]=[N:6][C:5]=2[S:4][CH:3]=1.